Task: Predict the reactants needed to synthesize the given product.. Dataset: Full USPTO retrosynthesis dataset with 1.9M reactions from patents (1976-2016) (1) Given the product [CH3:34][O:33][C:18]1[CH:19]=[C:20]2[C:25](=[CH:26][C:17]=1[O:16][CH2:15][C:12]1[CH:11]=[CH:10][C:9]([S:7]([CH3:35])(=[NH:6])=[O:8])=[CH:14][CH:13]=1)[N:24]=[CH:23][N:22]=[C:21]2[NH:27][C:28]1[S:29][CH:30]=[N:31][N:32]=1, predict the reactants needed to synthesize it. The reactants are: C(OC([N:6]=[S:7]([CH3:35])([C:9]1[CH:14]=[CH:13][C:12]([CH2:15][O:16][C:17]2[CH:26]=[C:25]3[C:20]([C:21]([NH:27][C:28]4[S:29][CH:30]=[N:31][N:32]=4)=[N:22][CH:23]=[N:24]3)=[CH:19][C:18]=2[O:33][CH3:34])=[CH:11][CH:10]=1)=[O:8])=O)C.ClCCl.CO. (2) Given the product [Br:10][C:6]1[CH:5]=[C:4]([C:11]([N:13]2[CH2:18][CH2:17][O:16][C:15]3[N:19]=[CH:20][C:21]([C:23]4[CH:24]=[CH:25][C:26]([O:29][C:30]([F:31])([F:33])[F:32])=[CH:27][CH:28]=4)=[CH:22][C:14]2=3)=[O:12])[CH:3]=[C:2]([Br:1])[C:7]=1[OH:8], predict the reactants needed to synthesize it. The reactants are: [Br:1][C:2]1[CH:3]=[C:4]([C:11]([N:13]2[CH2:18][CH2:17][O:16][C:15]3[N:19]=[CH:20][C:21]([C:23]4[CH:28]=[CH:27][C:26]([O:29][C:30]([F:33])([F:32])[F:31])=[CH:25][CH:24]=4)=[CH:22][C:14]2=3)=[O:12])[CH:5]=[C:6]([Br:10])[C:7]=1[O:8]C.[Br-].[Li+].N1CCNCC1. (3) Given the product [C:60]([C:58]1[CH:59]=[C:51]([NH:50][C:46]2[CH:45]=[C:44]([O:43][C:36]3[C:37]4[C:42](=[CH:41][CH:40]=[CH:39][CH:38]=4)[C:33]([NH:32][C:30](=[O:31])[O:29][C:25]([CH3:26])([CH3:28])[CH3:27])=[CH:34][CH:35]=3)[CH:49]=[CH:48][N:47]=2)[CH:52]=[C:53]([C:54](=[O:55])[NH:72][CH2:71][CH2:70][O:69][CH2:68][CH2:67][O:66][CH2:65][CH2:64][O:63][CH3:62])[CH:57]=1)#[CH:61], predict the reactants needed to synthesize it. The reactants are: CN(C(ON1N=NC2C=CC=NC1=2)=[N+](C)C)C.F[P-](F)(F)(F)(F)F.[C:25]([O:29][C:30]([NH:32][C:33]1[C:42]2[C:37](=[CH:38][CH:39]=[CH:40][CH:41]=2)[C:36]([O:43][C:44]2[CH:49]=[CH:48][N:47]=[C:46]([NH:50][C:51]3[CH:52]=[C:53]([CH:57]=[C:58]([C:60]#[CH:61])[CH:59]=3)[C:54](O)=[O:55])[CH:45]=2)=[CH:35][CH:34]=1)=[O:31])([CH3:28])([CH3:27])[CH3:26].[CH3:62][O:63][CH2:64][CH2:65][O:66][CH2:67][CH2:68][O:69][CH2:70][CH2:71][NH2:72].C(N(CC)CC)C. (4) Given the product [Cl:20][C:21]1[CH:26]=[CH:25][C:24]([C:2]2[C:3]([C:10]3[CH:15]=[CH:14][C:13]([S:16]([CH3:19])(=[O:18])=[O:17])=[CH:12][CH:11]=3)=[CH:4][C:5]([F:9])=[C:6]([F:8])[CH:7]=2)=[CH:23][C:22]=1[CH3:30], predict the reactants needed to synthesize it. The reactants are: Br[C:2]1[CH:7]=[C:6]([F:8])[C:5]([F:9])=[CH:4][C:3]=1[C:10]1[CH:15]=[CH:14][C:13]([S:16]([CH3:19])(=[O:18])=[O:17])=[CH:12][CH:11]=1.[Cl:20][C:21]1[CH:26]=[CH:25][C:24](B(O)O)=[CH:23][C:22]=1[CH3:30].